This data is from Catalyst prediction with 721,799 reactions and 888 catalyst types from USPTO. The task is: Predict which catalyst facilitates the given reaction. Reactant: C(OC([NH:8][NH:9][S:10]([CH2:13][C:14]1[O:15][C:16]2[CH:22]=[C:21]([C:23]3[C:31]4[C:26](=[CH:27][C:28]([F:32])=[CH:29][CH:30]=4)[NH:25][CH:24]=3)[CH:20]=[CH:19][C:17]=2[N:18]=1)(=[O:12])=[O:11])=O)(C)(C)C.CC(=O)OCC.Cl.C1COCC1.N. Product: [NH2:8][NH:9][S:10]([CH2:13][C:14]1[O:15][C:16]2[CH:22]=[C:21]([C:23]3[C:31]4[C:26](=[CH:27][C:28]([F:32])=[CH:29][CH:30]=4)[NH:25][CH:24]=3)[CH:20]=[CH:19][C:17]=2[N:18]=1)(=[O:12])=[O:11]. The catalyst class is: 1.